Dataset: Reaction yield outcomes from USPTO patents with 853,638 reactions. Task: Predict the reaction yield, written as a fraction of the theoretical maximum amount of product (1.0 means a 100% yield; for example, 0.34 means a 34% yield). (1) The reactants are [OH-].[Na+].[CH2:3]([O:14][C:15]1[CH:24]=[CH:23][CH:22]=[CH:21][C:16]=1[C:17]([O:19]C)=[O:18])[CH2:4][CH2:5]/[CH:6]=[CH:7]\[CH2:8][CH2:9][CH2:10][CH2:11][CH2:12][CH3:13]. The catalyst is CO. The product is [CH2:3]([O:14][C:15]1[CH:24]=[CH:23][CH:22]=[CH:21][C:16]=1[C:17]([OH:19])=[O:18])[CH2:4][CH2:5]/[CH:6]=[CH:7]\[CH2:8][CH2:9][CH2:10][CH2:11][CH2:12][CH3:13]. The yield is 0.990. (2) The reactants are I[C:2]1[C:7]([N+:8]([O-:10])=[O:9])=[CH:6][N:5]=[C:4]2[O:11][CH2:12][CH2:13][C:3]=12.[NH:14]1[CH2:19][CH2:18][CH2:17][C@H:16]([NH:20][C:21](=[O:27])[O:22][C:23]([CH3:26])([CH3:25])[CH3:24])[CH2:15]1.CCN(C(C)C)C(C)C. The catalyst is CCO. The product is [N+:8]([C:7]1[C:2]([N:14]2[CH2:19][CH2:18][CH2:17][C@H:16]([NH:20][C:21](=[O:27])[O:22][C:23]([CH3:25])([CH3:24])[CH3:26])[CH2:15]2)=[C:3]2[CH2:13][CH2:12][O:11][C:4]2=[N:5][CH:6]=1)([O-:10])=[O:9]. The yield is 0.960. (3) The reactants are [F:1][C:2]1[CH:10]=[CH:9][CH:8]=[C:7]([F:11])[C:3]=1[C:4](Cl)=[O:5].[Cl:12][C:13]1[C:14]([C:24]2[N:25]=[CH:26][C:27]([NH2:30])=[N:28][CH:29]=2)=[CH:15][C:16]2[O:20][C:19]([F:22])([F:21])[O:18][C:17]=2[CH:23]=1.CCN(C(C)C)C(C)C. The catalyst is CN(C1C=CN=CC=1)C.ClCCl.O1CCCC1.CO.[OH-].[Li+]. The product is [Cl:12][C:13]1[C:14]([C:24]2[N:25]=[CH:26][C:27]([NH:30][C:4](=[O:5])[C:3]3[C:2]([F:1])=[CH:10][CH:9]=[CH:8][C:7]=3[F:11])=[N:28][CH:29]=2)=[CH:15][C:16]2[O:20][C:19]([F:22])([F:21])[O:18][C:17]=2[CH:23]=1. The yield is 0.550. (4) The reactants are [S:1]1[CH:5]=[CH:4][CH:3]=[C:2]1[S:6]([NH:9][C:10]1[CH:11]=[CH:12][CH:13]=[C:14]2[C:18]=1[NH:17][C:16]([C:19](=[S:21])[NH2:20])=[CH:15]2)(=[O:8])=[O:7].Br[CH:23]([CH:26]=O)[CH:24]=[O:25].CN(C)C(=O)C. The catalyst is O. The product is [OH:25][CH2:24][C:23]1[S:21][C:19]([C:16]2[NH:17][C:18]3[C:14]([CH:15]=2)=[CH:13][CH:12]=[CH:11][C:10]=3[NH:9][S:6]([C:2]2[S:1][CH:5]=[CH:4][CH:3]=2)(=[O:7])=[O:8])=[N:20][CH:26]=1. The yield is 0.600. (5) The reactants are [NH2:1][C:2]1[CH:22]=[CH:21][CH:20]=[C:19]([Cl:23])[C:3]=1[C:4]([NH:6][C:7]1[CH:12]=[CH:11][CH:10]=[CH:9][C:8]=1[C:13]1[CH:18]=[CH:17][CH:16]=[CH:15][CH:14]=1)=[O:5].[Cl:24][CH2:25][C:26](Cl)=O. The product is [C:8]1([C:13]2[CH:18]=[CH:17][CH:16]=[CH:15][CH:14]=2)[CH:9]=[CH:10][CH:11]=[CH:12][C:7]=1[N:6]1[C:4](=[O:5])[C:3]2[C:2](=[CH:22][CH:21]=[CH:20][C:19]=2[Cl:23])[N:1]=[C:26]1[CH2:25][Cl:24]. The catalyst is C(O)(=O)C. The yield is 0.610.